From a dataset of Reaction yield outcomes from USPTO patents with 853,638 reactions. Predict the reaction yield, written as a fraction of the theoretical maximum amount of product (1.0 means a 100% yield; for example, 0.34 means a 34% yield). The reactants are [CH3:1][O:2][CH2:3][C:4]1[CH:9]=[CH:8][CH:7]=[C:6]([CH2:10][O:11][CH3:12])[CH:5]=1.C([O-])(=O)C.[Na+].[Br:18]Br.S([O-])([O-])=O.[Na+].[Na+]. The catalyst is C(O)(=O)C. The product is [CH3:12][O:11][CH2:10][C:6]1[CH:5]=[C:4]([CH2:3][O:2][CH3:1])[CH:9]=[CH:8][C:7]=1[Br:18]. The yield is 0.297.